From a dataset of Experimentally validated miRNA-target interactions with 360,000+ pairs, plus equal number of negative samples. Binary Classification. Given a miRNA mature sequence and a target amino acid sequence, predict their likelihood of interaction. (1) The miRNA is mmu-miR-3961 with sequence UGCCCUCAGCUCAGUUGGA. The protein sequence of the target gene is MELSTVLLLLGLCSAGLVLGSEHETRLVAKLFEDYSSVVRPVEDHREIVQVTVGLQLIQLINVDEVNQIVTTNVRLKQQWVDYNLKWNPDDYGGVKKIHIPSEKIWRPDVVLYNNADGDFAIVKFTKVLLDYTGHITWTPPAIFKSYCEIIVTHFPFDEQNCSMKLGTWTYDGSVVAINPESDQPDLSNFMESGEWVIKEARGWKHWVFYSCCPTTPYLDITYHFVMQRLPLYFIVNVIIPCLLFSFLTSLVFYLPTDSGEKMTLSISVLLSLTVFLLVIVELIPSTSSAVPLIGKYMLF.... Result: 1 (interaction). (2) The miRNA is hsa-miR-548ah-3p with sequence CAAAAACUGCAGUUACUUUUGC. The protein sequence of the target gene is MFFLYTDFFLSLVAVPAAAPVCQPKSATNGQPPAPAPTPTPRLSISSRATVVARMEGTSQGGLQTVMKWKTVVAIFVVVVVYLVTGGLVFRALEQPFESSQKNTIALEKAEFLRDHVCVSPQELETLIQHALDADNAGVSPIGNSSNNSSHWDLGSAFFFAGTVITTIGYGNIAPSTEGGKIFCILYAIFGIPLFGFLLAGIGDQLGTIFGKSIARVEKVFRKKQVSQTKIRVISTILFILAGCIVFVTIPAVIFKYIEGWTALESIYFVVVTLTTVGFGDFVAGGNAGINYREWYKPLV.... Result: 1 (interaction). (3) The miRNA is mmu-miR-18b-5p with sequence UAAGGUGCAUCUAGUGCUGUUAG. The protein sequence of the target gene is MTSRTRVTWPSPPRPLPVPAAAAVAFGAKGTDPAEARSSRGIEEAGPRAHGRAGREPERRRSRQQRRGGLQARRSTLLKTCARARATAPGAMKMVAPWTRFYSNSCCLCCHVRTGTILLGVWYLIINAVVLLILLSALADPDQYNFSSSELGGDFEFMDDANMCIAIAISLLMILICAMATYGAYKQRAAWIIPFFCYQIFDFALNMLVAITVLIYPNSIQEYIRQLPPNFPYRDDVMSVNPTCLVLIILLFISIILTFKGYLISCVWNCYRYINGRNSSDVLVYVTSNDTTVLLPPYDD.... Result: 0 (no interaction).